Dataset: Reaction yield outcomes from USPTO patents with 853,638 reactions. Task: Predict the reaction yield, written as a fraction of the theoretical maximum amount of product (1.0 means a 100% yield; for example, 0.34 means a 34% yield). (1) The yield is 0.790. The reactants are [C:1]1(=O)[CH2:6][CH2:5][CH2:4][C:3](=[O:7])[CH2:2]1.Cl.[NH:10]([CH2:12][C:13]([O:15][CH2:16][CH3:17])=[O:14])[NH2:11].[CH3:18]OC(N(C)C)OC. The catalyst is CN(C)C=O. The product is [CH2:16]([O:15][C:13](=[O:14])[CH2:12][N:10]1[C:1]2[CH2:6][CH2:5][CH2:4][C:3](=[O:7])[C:2]=2[CH:18]=[N:11]1)[CH3:17]. (2) The reactants are [Br:1][C:2]1[CH:7]=[CH:6][C:5]([C:8](=[O:22])[C:9](=[O:21])[N:10]2[CH2:16][C:15]3([CH3:18])[CH2:17][CH:11]2[CH2:12][C:13]([CH3:20])([CH3:19])[CH2:14]3)=[C:4]([F:23])[CH:3]=1.[CH3:24][Mg]Br.C(=O)(O)[O-].[Na+]. The catalyst is O1CCCC1. The product is [Br:1][C:2]1[CH:7]=[CH:6][C:5]([C:8]([OH:22])([CH3:24])[C:9](=[O:21])[N:10]2[CH2:16][C:15]3([CH3:18])[CH2:17][CH:11]2[CH2:12][C:13]([CH3:19])([CH3:20])[CH2:14]3)=[C:4]([F:23])[CH:3]=1. The yield is 0.919. (3) The reactants are C([O:8][NH:9][C:10](=[O:38])[CH2:11][CH:12]([C:27]1[CH:32]=[CH:31][C:30]([O:33][CH3:34])=[C:29]([O:35][CH2:36][CH3:37])[CH:28]=1)[N:13]1[C:17](=[O:18])[C:16]2=[C:19]([N+:23]([O-])=O)[CH:20]=[CH:21][CH:22]=[C:15]2[C:14]1=[O:26])C1C=CC=CC=1.CCOCC. The catalyst is C(OCC)(=O)C.CO.[Pd]. The product is [NH2:23][C:19]1[CH:20]=[CH:21][CH:22]=[C:15]2[C:14]([N:13]([CH:12]([C:27]3[CH:32]=[CH:31][C:30]([O:33][CH3:34])=[C:29]([O:35][CH2:36][CH3:37])[CH:28]=3)[CH2:11][C:10]([NH:9][OH:8])=[O:38])[C:17](=[O:18])[C:16]=12)=[O:26]. The yield is 0.640. (4) The reactants are [OH:1][CH:2]1[CH:7]([OH:8])[CH2:6][CH2:5][N:4]([C:9]([O:11][C:12]([CH3:15])([CH3:14])[CH3:13])=[O:10])[CH2:3]1.Cl[CH2:17][CH2:18]Cl. The catalyst is CCCC[N+](CCCC)(CCCC)CCCC.[Br-].[OH-].[Na+]. The product is [O:8]1[CH:7]2[CH:2]([CH2:3][N:4]([C:9]([O:11][C:12]([CH3:15])([CH3:14])[CH3:13])=[O:10])[CH2:5][CH2:6]2)[O:1][CH2:18][CH2:17]1. The yield is 0.750. (5) The reactants are [CH3:1][N:2]1[CH:6]=[C:5]([NH:7][C:8]([C:10]2[N:11]([CH3:18])[CH:12]=[C:13]([N+:15]([O-])=O)[CH:14]=2)=[O:9])[CH:4]=[C:3]1[C:19]([O:21][CH3:22])=[O:20].Cl.[H][H].[C:26]([O:30][C:31]([NH:33][C:34]1[CH:35]=[C:36]([C:40]([NH:42][C:43]2[N:44]=[C:45]([C:49](O)=[O:50])[N:46]([CH3:48])[CH:47]=2)=[O:41])[N:37]([CH3:39])[CH:38]=1)=[O:32])([CH3:29])([CH3:28])[CH3:27].C(Cl)CCl.CCN(C(C)C)C(C)C. The catalyst is [Pd].CC(N(C)C)=O.C1COCC1. The product is [C:26]([O:30][C:31]([NH:33][C:34]1[CH:35]=[C:36]([C:40]([NH:42][C:43]2[N:44]=[C:45]([C:49]([NH:15][C:13]3[CH:14]=[C:10]([C:8]([NH:7][C:5]4[CH:4]=[C:3]([C:19]([O:21][CH3:22])=[O:20])[N:2]([CH3:1])[CH:6]=4)=[O:9])[N:11]([CH3:18])[CH:12]=3)=[O:50])[N:46]([CH3:48])[CH:47]=2)=[O:41])[N:37]([CH3:39])[CH:38]=1)=[O:32])([CH3:29])([CH3:27])[CH3:28]. The yield is 0.820. (6) The yield is 0.590. The catalyst is C(Cl)Cl.O.CN(C=O)C. The reactants are [CH3:1][C:2]1[N:3]([CH:14]([CH:16]2[CH2:21][CH2:20][O:19][CH2:18][CH2:17]2)[CH3:15])[C:4]2[C:9]([C:10]=1[C:11](O)=[O:12])=[CH:8][CH:7]=[CH:6][CH:5]=2.CN(C(ON1N=NC2C=CC=CC1=2)=[N+](C)C)C.[B-](F)(F)(F)F.CCN(C(C)C)C(C)C.[CH3:53][O:54][C:55]1[C:59]([CH2:60][NH2:61])=[C:58]([CH3:62])[N:57]([CH3:63])[N:56]=1. The product is [CH3:53][O:54][C:55]1[C:59]([CH2:60][NH:61][C:11]([C:10]2[C:9]3[C:4](=[CH:5][CH:6]=[CH:7][CH:8]=3)[N:3]([CH:14]([CH:16]3[CH2:17][CH2:18][O:19][CH2:20][CH2:21]3)[CH3:15])[C:2]=2[CH3:1])=[O:12])=[C:58]([CH3:62])[N:57]([CH3:63])[N:56]=1. (7) The reactants are [Cl:1][C:2]1[CH:3]=[C:4]([CH:29]=[C:30]([C:32]([F:35])([F:34])[F:33])[CH:31]=1)[CH2:5][N:6]([C:23]1[N:24]=[N:25][N:26]([CH3:28])[N:27]=1)[C@H:7]1[CH2:13][CH2:12][CH2:11][NH:10][C:9]2[CH:14]=[C:15]([C:19]([F:22])([F:21])[F:20])[C:16]([CH3:18])=[CH:17][C:8]1=2.[Br:36]N1C(=O)CCC1=O. The yield is 0.830. The catalyst is C(O)(=O)C. The product is [Br:36][C:14]1[C:9]2[NH:10][CH2:11][CH2:12][CH2:13][C@H:7]([N:6]([CH2:5][C:4]3[CH:29]=[C:30]([C:32]([F:35])([F:33])[F:34])[CH:31]=[C:2]([Cl:1])[CH:3]=3)[C:23]3[N:24]=[N:25][N:26]([CH3:28])[N:27]=3)[C:8]=2[CH:17]=[C:16]([CH3:18])[C:15]=1[C:19]([F:20])([F:21])[F:22]. (8) The reactants are [CH2:1]1[S:5][C@@H:4]([CH2:6][CH2:7][CH2:8][CH2:9][C:10]([OH:12])=O)[C@H:3]2[NH:13][C:14]([NH:16][C@@H:2]12)=[O:15].F[P-](F)(F)(F)(F)F.N1(OC(N(C)C)=[N+](C)C)C2C=CC=CC=2N=N1.CCN(C(C)C)C(C)C.[C:50]([NH:57][CH2:58][CH2:59][O:60][CH2:61][CH2:62][O:63][CH2:64][CH2:65][NH2:66])([O:52][C:53]([CH3:56])([CH3:55])[CH3:54])=[O:51]. The catalyst is CN(C=O)C. The product is [C:50]([NH:57][CH2:58][CH2:59][O:60][CH2:61][CH2:62][O:63][CH2:64][CH2:65][NH:66][C:10](=[O:12])[CH2:9][CH2:8][CH2:7][CH2:6][C@H:4]1[C@@H:3]2[C@@H:2]([NH:16][C:14]([NH:13]2)=[O:15])[CH2:1][S:5]1)([O:52][C:53]([CH3:56])([CH3:55])[CH3:54])=[O:51]. The yield is 0.900.